Dataset: NCI-60 drug combinations with 297,098 pairs across 59 cell lines. Task: Regression. Given two drug SMILES strings and cell line genomic features, predict the synergy score measuring deviation from expected non-interaction effect. (1) Drug 1: CCCS(=O)(=O)NC1=C(C(=C(C=C1)F)C(=O)C2=CNC3=C2C=C(C=N3)C4=CC=C(C=C4)Cl)F. Drug 2: CC(C1=C(C=CC(=C1Cl)F)Cl)OC2=C(N=CC(=C2)C3=CN(N=C3)C4CCNCC4)N. Cell line: SK-MEL-2. Synergy scores: CSS=7.09, Synergy_ZIP=0.449, Synergy_Bliss=3.33, Synergy_Loewe=-3.43, Synergy_HSA=-1.39. (2) Drug 1: C1CC(C1)(C(=O)O)C(=O)O.[NH2-].[NH2-].[Pt+2]. Drug 2: CC1=C(C=C(C=C1)C(=O)NC2=CC(=CC(=C2)C(F)(F)F)N3C=C(N=C3)C)NC4=NC=CC(=N4)C5=CN=CC=C5. Cell line: NCI-H226. Synergy scores: CSS=17.3, Synergy_ZIP=-3.89, Synergy_Bliss=1.67, Synergy_Loewe=0.0264, Synergy_HSA=0.147. (3) Drug 1: CN1CCC(CC1)COC2=C(C=C3C(=C2)N=CN=C3NC4=C(C=C(C=C4)Br)F)OC. Drug 2: CC1=C2C(C(=O)C3(C(CC4C(C3C(C(C2(C)C)(CC1OC(=O)C(C(C5=CC=CC=C5)NC(=O)C6=CC=CC=C6)O)O)OC(=O)C7=CC=CC=C7)(CO4)OC(=O)C)O)C)OC(=O)C. Cell line: HL-60(TB). Synergy scores: CSS=82.9, Synergy_ZIP=34.7, Synergy_Bliss=34.7, Synergy_Loewe=-13.0, Synergy_HSA=30.2. (4) Drug 1: COC1=CC(=CC(=C1O)OC)C2C3C(COC3=O)C(C4=CC5=C(C=C24)OCO5)OC6C(C(C7C(O6)COC(O7)C8=CC=CS8)O)O. Drug 2: COC1=NC(=NC2=C1N=CN2C3C(C(C(O3)CO)O)O)N. Cell line: SN12C. Synergy scores: CSS=39.6, Synergy_ZIP=5.33, Synergy_Bliss=6.83, Synergy_Loewe=-54.0, Synergy_HSA=6.94. (5) Drug 1: CCC1=CC2CC(C3=C(CN(C2)C1)C4=CC=CC=C4N3)(C5=C(C=C6C(=C5)C78CCN9C7C(C=CC9)(C(C(C8N6C)(C(=O)OC)O)OC(=O)C)CC)OC)C(=O)OC.C(C(C(=O)O)O)(C(=O)O)O. Cell line: HT29. Drug 2: C1C(C(OC1N2C=NC3=C2NC=NCC3O)CO)O. Synergy scores: CSS=59.4, Synergy_ZIP=1.06, Synergy_Bliss=2.13, Synergy_Loewe=-45.9, Synergy_HSA=0.691. (6) Drug 1: CNC(=O)C1=NC=CC(=C1)OC2=CC=C(C=C2)NC(=O)NC3=CC(=C(C=C3)Cl)C(F)(F)F. Drug 2: C1=CN(C=N1)CC(O)(P(=O)(O)O)P(=O)(O)O. Cell line: SF-268. Synergy scores: CSS=5.00, Synergy_ZIP=-1.42, Synergy_Bliss=-1.64, Synergy_Loewe=-1.28, Synergy_HSA=-0.497. (7) Drug 1: CC1=CC=C(C=C1)C2=CC(=NN2C3=CC=C(C=C3)S(=O)(=O)N)C(F)(F)F. Drug 2: CC1=C(C(CCC1)(C)C)C=CC(=CC=CC(=CC(=O)O)C)C. Cell line: RXF 393. Synergy scores: CSS=5.49, Synergy_ZIP=-2.25, Synergy_Bliss=-1.01, Synergy_Loewe=2.47, Synergy_HSA=1.08. (8) Drug 1: C1CN1P(=S)(N2CC2)N3CC3. Drug 2: COCCOC1=C(C=C2C(=C1)C(=NC=N2)NC3=CC=CC(=C3)C#C)OCCOC.Cl. Cell line: OVCAR3. Synergy scores: CSS=19.9, Synergy_ZIP=-12.0, Synergy_Bliss=-15.1, Synergy_Loewe=-14.7, Synergy_HSA=-12.1.